This data is from Reaction yield outcomes from USPTO patents with 853,638 reactions. The task is: Predict the reaction yield, written as a fraction of the theoretical maximum amount of product (1.0 means a 100% yield; for example, 0.34 means a 34% yield). The reactants are C(OC([N:8]1[CH2:12][CH2:11][CH:10]([C:13]2[CH:18]=[CH:17][C:16]([NH:19][C:20]([NH:22][C:23]3[CH:28]=[CH:27][C:26]([Cl:29])=[CH:25][N:24]=3)=[O:21])=[CH:15][CH:14]=2)[CH2:9]1)=O)(C)(C)C.Cl. The catalyst is C1COCC1.O1CCOCC1. The product is [ClH:29].[Cl:29][C:26]1[CH:27]=[CH:28][C:23]([NH:22][C:20]([NH:19][C:16]2[CH:17]=[CH:18][C:13]([CH:10]3[CH2:11][CH2:12][NH:8][CH2:9]3)=[CH:14][CH:15]=2)=[O:21])=[N:24][CH:25]=1. The yield is 0.940.